From a dataset of Reaction yield outcomes from USPTO patents with 853,638 reactions. Predict the reaction yield, written as a fraction of the theoretical maximum amount of product (1.0 means a 100% yield; for example, 0.34 means a 34% yield). (1) The reactants are [C:1]([C:3]([C:6]1[CH:7]=[C:8]([CH:13]=[CH:14][CH:15]=1)[C:9]([O:11]C)=[O:10])([CH3:5])[CH3:4])#[N:2].[OH-].[Li+]. The catalyst is C1COCC1.CO.O. The product is [C:1]([C:3]([C:6]1[CH:7]=[C:8]([CH:13]=[CH:14][CH:15]=1)[C:9]([OH:11])=[O:10])([CH3:5])[CH3:4])#[N:2]. The yield is 0.310. (2) The reactants are [C:1]([C:3]1[CH:4]=[C:5]([CH:7]=[CH:8][C:9]=1[O:10][C:11]1[CH:12]=[C:13]([Cl:17])[CH:14]=[N:15][CH:16]=1)[NH2:6])#[N:2].[Br:18]Br. The catalyst is C(O)(=O)C. The product is [NH2:6][C:5]1[CH:7]=[CH:8][C:9]([O:10][C:11]2[CH:12]=[C:13]([Cl:17])[CH:14]=[N:15][CH:16]=2)=[C:3]([C:1]#[N:2])[C:4]=1[Br:18]. The yield is 0.370. (3) The reactants are [F:1][C:2]1[CH:8]=[CH:7][C:5]([NH2:6])=[CH:4][C:3]=1[O:9][CH3:10].[Br:11]N1C(=O)CCC1=O. The catalyst is ClCCl. The product is [Br:11][C:7]1[C:5]([NH2:6])=[CH:4][C:3]([O:9][CH3:10])=[C:2]([F:1])[CH:8]=1. The yield is 0.820. (4) The reactants are [C:1]1([NH:7][C:8]([C:10]2[N:14]3[N:15]=[C:16](Cl)[CH:17]=[CH:18][C:13]3=[N:12][C:11]=2[CH3:20])=[O:9])[CH:6]=[CH:5][CH:4]=[CH:3][CH:2]=1.[F:21][C:22]1[CH:29]=[CH:28][C:25]([CH2:26][NH2:27])=[CH:24][CH:23]=1.[CH3:30][N:31](C)[CH:32]=O. No catalyst specified. The product is [C:1]1([NH:7][C:8]([C:10]2[N:14]3[N:15]=[C:16]([NH:27][CH2:26][C:25]4[CH:28]=[CH:29][C:22]([F:21])=[CH:23][CH:24]=4)[CH:17]=[CH:18][C:13]3=[N:12][C:11]=2[CH3:20])=[O:9])[CH:6]=[CH:5][CH:4]=[CH:3][CH:2]=1.[CH3:30][N:31]([CH3:32])[C:16]1[CH:17]=[CH:18][C:13]2[N:14]([C:10]([C:8]([NH:7][C:1]3[CH:6]=[CH:5][CH:4]=[CH:3][CH:2]=3)=[O:9])=[C:11]([CH3:20])[N:12]=2)[N:15]=1. The yield is 0.190. (5) The reactants are [CH:1]([C:4]1[CH:18]=[C:17]([O:19][CH3:20])[C:16]([N+:21]([O-])=O)=[CH:15][C:5]=1[O:6][C:7]1[C:8]([NH2:14])=[N:9][C:10]([NH2:13])=[N:11][CH:12]=1)([CH3:3])[CH3:2].CC(O)=O. The catalyst is CCO.[Pd]. The product is [NH2:21][C:16]1[C:17]([O:19][CH3:20])=[CH:18][C:4]([CH:1]([CH3:3])[CH3:2])=[C:5]([CH:15]=1)[O:6][C:7]1[C:8]([NH2:14])=[N:9][C:10]([NH2:13])=[N:11][CH:12]=1. The yield is 0.820. (6) The reactants are [C:1]([C:3]1[C:12]2[C:7](=[CH:8][CH:9]=[CH:10][CH:11]=2)[C:6](F)=[CH:5][CH:4]=1)#[N:2].[CH3:14][CH:15]1[CH:19]=[CH:18][CH:17]([CH3:20])[NH:16]1. No catalyst specified. The product is [CH3:14][CH:15]1[CH:19]=[CH:18][CH:17]([CH3:20])[N:16]1[C:6]1[C:7]2[C:12](=[CH:11][CH:10]=[CH:9][CH:8]=2)[C:3]([C:1]#[N:2])=[CH:4][CH:5]=1. The yield is 0.0300. (7) The reactants are [F:1][C:2]1[CH:3]=[C:4]([OH:12])[CH:5]=[C:6]([S:8]([CH3:11])(=[O:10])=[O:9])[CH:7]=1.[Br:13][CH2:14][CH2:15]Br.C(=O)([O-])[O-].[K+].[K+]. The catalyst is C(#N)C. The product is [Br:13][CH2:14][CH2:15][O:12][C:4]1[CH:5]=[C:6]([S:8]([CH3:11])(=[O:9])=[O:10])[CH:7]=[C:2]([F:1])[CH:3]=1. The yield is 0.730. (8) The catalyst is CO. The yield is 0.940. The product is [S:32]([OH:36])([OH:35])(=[O:34])=[O:33].[F:1][C:2]1[CH:7]=[CH:6][C:5]([F:8])=[CH:4][C:3]=1[C@H:9]1[CH2:13][CH2:12][CH2:11][N:10]1[C:14]1[CH:19]=[CH:18][N:17]2[N:20]=[CH:21][C:22]([NH:23][C:24]([N:26]3[CH2:27][CH:28]([O:30][CH3:31])[CH2:29]3)=[O:25])=[C:16]2[N:15]=1. The reactants are [F:1][C:2]1[CH:7]=[CH:6][C:5]([F:8])=[CH:4][C:3]=1[C@H:9]1[CH2:13][CH2:12][CH2:11][N:10]1[C:14]1[CH:19]=[CH:18][N:17]2[N:20]=[CH:21][C:22]([NH:23][C:24]([N:26]3[CH2:29][CH:28]([O:30][CH3:31])[CH2:27]3)=[O:25])=[C:16]2[N:15]=1.[S:32](=[O:36])(=[O:35])([OH:34])[OH:33]. (9) The reactants are [NH:1]1[CH2:6][CH2:5][O:4][CH2:3][CH2:2]1.C(N(CC)CC)C.[N+:14]([C:17]1[CH:22]=[CH:21][C:20]([S:23](Cl)(=[O:25])=[O:24])=[CH:19][CH:18]=1)([O-:16])=[O:15]. The catalyst is ClCCl. The product is [N+:14]([C:17]1[CH:18]=[CH:19][C:20]([S:23]([N:1]2[CH2:6][CH2:5][O:4][CH2:3][CH2:2]2)(=[O:25])=[O:24])=[CH:21][CH:22]=1)([O-:16])=[O:15]. The yield is 0.925.